This data is from Peptide-MHC class I binding affinity with 185,985 pairs from IEDB/IMGT. The task is: Regression. Given a peptide amino acid sequence and an MHC pseudo amino acid sequence, predict their binding affinity value. This is MHC class I binding data. (1) The peptide sequence is MYPSCCCTK. The MHC is HLA-A68:02 with pseudo-sequence HLA-A68:02. The binding affinity (normalized) is 0. (2) The peptide sequence is RYRRLIQIL. The MHC is HLA-B15:09 with pseudo-sequence HLA-B15:09. The binding affinity (normalized) is 0.0847.